From a dataset of Catalyst prediction with 721,799 reactions and 888 catalyst types from USPTO. Predict which catalyst facilitates the given reaction. Reactant: O=[C:2]1[CH2:7][CH2:6][N:5]([C:8]([O:10][C:11]([CH3:14])([CH3:13])[CH3:12])=[O:9])[CH2:4][CH:3]1[C:15]([CH:17]1[CH2:21][CH2:20][O:19][CH2:18]1)=O.[NH2:22][NH2:23].O. Product: [O:19]1[CH2:20][CH2:21][CH:17]([C:15]2[C:3]3[CH2:4][N:5]([C:8]([O:10][C:11]([CH3:14])([CH3:13])[CH3:12])=[O:9])[CH2:6][CH2:7][C:2]=3[NH:23][N:22]=2)[CH2:18]1. The catalyst class is: 14.